Dataset: Reaction yield outcomes from USPTO patents with 853,638 reactions. Task: Predict the reaction yield, written as a fraction of the theoretical maximum amount of product (1.0 means a 100% yield; for example, 0.34 means a 34% yield). (1) The reactants are O.[NH2:2][NH2:3].Cl[C:5]1[N:6]=[N:7][C:8]([C:11]2[CH:16]=[CH:15][CH:14]=[CH:13][CH:12]=2)=[CH:9][N:10]=1. The catalyst is N1C=CC=CC=1. The product is [NH:2]([C:5]1[N:6]=[N:7][C:8]([C:11]2[CH:16]=[CH:15][CH:14]=[CH:13][CH:12]=2)=[CH:9][N:10]=1)[NH2:3]. The yield is 0.930. (2) The reactants are [CH3:1][O:2][C:3]1[CH:28]=[CH:27][C:6]([CH2:7][NH:8][C:9]2[C:10]([N+:24]([O-])=O)=[C:11]([CH:17]=[C:18]([C:20]([F:23])([F:22])[F:21])[N:19]=2)[C:12]([O:14][CH2:15][CH3:16])=[O:13])=[CH:5][CH:4]=1.[CH3:29]O. The catalyst is [Ni]. The product is [CH3:1][O:2][C:3]1[CH:28]=[CH:27][C:6]([CH2:7][N:8]2[C:9]3=[N:19][C:18]([C:20]([F:23])([F:22])[F:21])=[CH:17][C:11]([C:12]([O:14][CH2:15][CH3:16])=[O:13])=[C:10]3[N:24]=[CH:29]2)=[CH:5][CH:4]=1. The yield is 0.600.